Dataset: Merck oncology drug combination screen with 23,052 pairs across 39 cell lines. Task: Regression. Given two drug SMILES strings and cell line genomic features, predict the synergy score measuring deviation from expected non-interaction effect. (1) Drug 1: CC1CC2C3CCC4=CC(=O)C=CC4(C)C3(F)C(O)CC2(C)C1(O)C(=O)CO. Drug 2: CNC(=O)c1cc(Oc2ccc(NC(=O)Nc3ccc(Cl)c(C(F)(F)F)c3)cc2)ccn1. Cell line: NCIH23. Synergy scores: synergy=7.67. (2) Drug 1: COC12C(COC(N)=O)C3=C(C(=O)C(C)=C(N)C3=O)N1CC1NC12. Drug 2: Cn1nnc2c(C(N)=O)ncn2c1=O. Cell line: OVCAR3. Synergy scores: synergy=-0.209.